From a dataset of Reaction yield outcomes from USPTO patents with 853,638 reactions. Predict the reaction yield, written as a fraction of the theoretical maximum amount of product (1.0 means a 100% yield; for example, 0.34 means a 34% yield). (1) The reactants are C([N:4]1[C:12]2[C:7](=[CH:8][CH:9]=[C:10]([NH:13][C:14]([C:16]3[C:25](=[O:26])[C:24]4[C:19](=[CH:20][CH:21]=[CH:22][CH:23]=4)[NH:18][CH:17]=3)=[O:15])[CH:11]=2)[CH2:6][CH2:5]1)(=O)C.[OH-].[Na+]. The catalyst is C(O)C. The product is [NH:4]1[C:12]2[C:7](=[CH:8][CH:9]=[C:10]([NH:13][C:14]([C:16]3[C:25](=[O:26])[C:24]4[C:19](=[CH:20][CH:21]=[CH:22][CH:23]=4)[NH:18][CH:17]=3)=[O:15])[CH:11]=2)[CH2:6][CH2:5]1. The yield is 0.200. (2) The catalyst is C(O)C.[Pd]. The product is [NH2:1][CH:4]1[C:10]2[CH:11]=[CH:12][CH:13]=[CH:14][C:9]=2[C:8]2[CH:15]=[CH:16][CH:17]=[N:18][C:7]=2[N:6]([CH2:19][CH2:20][O:21][Si:22]([C:25]([CH3:27])([CH3:26])[CH3:28])([CH3:23])[CH3:24])[C:5]1=[O:29]. The yield is 0.970. The reactants are [N:1]([CH:4]1[C:10]2[CH:11]=[CH:12][CH:13]=[CH:14][C:9]=2[C:8]2[CH:15]=[CH:16][CH:17]=[N:18][C:7]=2[N:6]([CH2:19][CH2:20][O:21][Si:22]([C:25]([CH3:28])([CH3:27])[CH3:26])([CH3:24])[CH3:23])[C:5]1=[O:29])=[N+]=[N-]. (3) The reactants are C([O:3][C:4](=[O:17])[CH2:5][O:6][C:7]1[CH:12]=[CH:11][C:10]([SH:13])=[CH:9][C:8]=1[CH2:14][CH2:15][CH3:16])C.Cl[CH2:19][C:20]1[N:21]=[C:22]([C:26]2[CH:31]=[CH:30][C:29]([C:32]([F:35])([F:34])[F:33])=[CH:28][CH:27]=2)[O:23][C:24]=1[CH3:25].C(=O)([O-])[O-].[Cs+].[Cs+]. The catalyst is C(#N)C. The product is [CH3:25][C:24]1[O:23][C:22]([C:26]2[CH:27]=[CH:28][C:29]([C:32]([F:35])([F:33])[F:34])=[CH:30][CH:31]=2)=[N:21][C:20]=1[CH2:19][S:13][C:10]1[CH:11]=[CH:12][C:7]([O:6][CH2:5][C:4]([OH:3])=[O:17])=[C:8]([CH2:14][CH2:15][CH3:16])[CH:9]=1. The yield is 0.537. (4) The reactants are [C:1]([C:5]1[CH:6]=[C:7]2[C:12](=[C:13]([F:15])[CH:14]=1)[C:11](=[O:16])[N:10]([C:17]1[N:24]=[CH:23][CH:22]=[C:21]([Cl:25])[C:18]=1[CH:19]=[O:20])[N:9]=[CH:8]2)([CH3:4])([CH3:3])[CH3:2].[BH4-].[Na+]. The catalyst is CO. The product is [C:1]([C:5]1[CH:6]=[C:7]2[C:12](=[C:13]([F:15])[CH:14]=1)[C:11](=[O:16])[N:10]([C:17]1[C:18]([CH2:19][OH:20])=[C:21]([Cl:25])[CH:22]=[CH:23][N:24]=1)[N:9]=[CH:8]2)([CH3:4])([CH3:2])[CH3:3]. The yield is 0.900. (5) The reactants are [CH3:1][C:2]1[S:6][C:5]([NH2:7])=[N:4][CH:3]=1.[CH3:8][O:9][CH2:10][CH2:11][Br:12]. No catalyst specified. The product is [BrH:12].[CH3:8][O:9][CH2:10][CH2:11][N:4]1[CH:3]=[C:2]([CH3:1])[S:6][C:5]1=[NH:7]. The yield is 0.400. (6) The product is [C:1]([O:5][C:6]([N:8]1[CH:17]([C@H:18]([OH:19])[C:22]2[CH:27]=[CH:26][CH:25]=[CH:24][CH:23]=2)[CH2:16][C:11]2([O:15][CH2:14][CH2:13][O:12]2)[CH2:10][CH:9]1[CH2:20][CH3:21])=[O:7])([CH3:4])([CH3:3])[CH3:2]. The catalyst is C1COCC1. The yield is 0.350. The reactants are [C:1]([O:5][C:6]([N:8]1[CH:17]([CH:18]=[O:19])[CH2:16][C:11]2([O:15][CH2:14][CH2:13][O:12]2)[CH2:10][CH:9]1[CH2:20][CH3:21])=[O:7])([CH3:4])([CH3:3])[CH3:2].[C:22]1([Mg]Br)[CH:27]=[CH:26][CH:25]=[CH:24][CH:23]=1.[NH4+].[Cl-]. (7) The reactants are C([O:5][C:6](=[O:38])[CH2:7][O:8][C:9]1[C:14]2[CH2:15][CH2:16][CH2:17][CH2:18][CH:19]([NH:20][S:21]([C:24]3[CH:29]=[CH:28][C:27]([C:30]4[CH:35]=[CH:34][CH:33]=[C:32]([S:36][CH3:37])[CH:31]=4)=[CH:26][CH:25]=3)(=[O:23])=[O:22])[C:13]=2[CH:12]=[CH:11][CH:10]=1)(C)(C)C.[OH-].[Na+]. No catalyst specified. The product is [CH3:37][S:36][C:32]1[CH:31]=[C:30]([C:27]2[CH:28]=[CH:29][C:24]([S:21]([NH:20][CH:19]3[C:13]4[CH:12]=[CH:11][CH:10]=[C:9]([O:8][CH2:7][C:6]([OH:38])=[O:5])[C:14]=4[CH2:15][CH2:16][CH2:17][CH2:18]3)(=[O:23])=[O:22])=[CH:25][CH:26]=2)[CH:35]=[CH:34][CH:33]=1. The yield is 0.400. (8) The reactants are C1C(=O)N([Br:8])C(=O)C1.[NH:9]1[CH:13]=[CH:12][C:11]([C:14]([O:16][CH3:17])=[O:15])=[CH:10]1. The catalyst is C1COCC1. The product is [Br:8][C:13]1[NH:9][CH:10]=[C:11]([C:14]([O:16][CH3:17])=[O:15])[CH:12]=1. The yield is 0.670. (9) The reactants are O[C:2]1[N:7]2[N:8]=[CH:9][CH:10]=[C:6]2[N:5]=[C:4]([CH3:11])[C:3]=1[CH2:12][C:13]([O:15][CH3:16])=[O:14].CN(C)C1C=CC=CC=1.P(Cl)(Cl)([Cl:28])=O. No catalyst specified. The product is [Cl:28][C:2]1[N:7]2[N:8]=[CH:9][CH:10]=[C:6]2[N:5]=[C:4]([CH3:11])[C:3]=1[CH2:12][C:13]([O:15][CH3:16])=[O:14]. The yield is 0.500. (10) The reactants are [F:1][C:2]1[C:3]([NH:12][C:13]2[CH:18]=[CH:17][C:16]([I:19])=[CH:15][C:14]=2[F:20])=[C:4]([CH:8]=[CH:9][C:10]=1[F:11])[C:5]([OH:7])=O.C1CN([P+](ON2N=NC3C=CC=CC2=3)(N2CCCC2)N2CCCC2)CC1.F[P-](F)(F)(F)(F)F.Cl.[NH:55]1[CH2:58][CH:57]([OH:59])[CH2:56]1.CCN(C(C)C)C(C)C. The catalyst is CN(C=O)C. The product is [F:1][C:2]1[C:3]([NH:12][C:13]2[CH:18]=[CH:17][C:16]([I:19])=[CH:15][C:14]=2[F:20])=[C:4]([C:5]([N:55]2[CH2:58][CH:57]([OH:59])[CH2:56]2)=[O:7])[CH:8]=[CH:9][C:10]=1[F:11]. The yield is 0.870.